This data is from Full USPTO retrosynthesis dataset with 1.9M reactions from patents (1976-2016). The task is: Predict the reactants needed to synthesize the given product. Given the product [CH2:31]([C@:10]1([C:11]([O:13][CH2:14][CH3:15])=[O:12])[CH2:16][C@@H:17]1[C:21]1[CH:26]=[CH:25][CH:24]=[CH:23][CH:22]=1)[CH3:32], predict the reactants needed to synthesize it. The reactants are: [Li].C(OP([CH:10]([CH2:16][CH3:17])[C:11]([O:13][CH2:14][CH3:15])=[O:12])(OCC)=O)C.C1OC1[C:21]1[CH:26]=[CH:25][CH:24]=[CH:23][CH:22]=1.[NH4+].[Cl-].CO[CH2:31][CH2:32]OC.